Dataset: Full USPTO retrosynthesis dataset with 1.9M reactions from patents (1976-2016). Task: Predict the reactants needed to synthesize the given product. Given the product [CH3:17][C:18]([S@:21]([NH:23][CH:12]([C:9]1[CH:10]=[N:11][C:6]([O:5][CH2:4][CH2:3][C:2]([F:16])([F:15])[F:1])=[CH:7][CH:8]=1)[CH3:13])=[O:22])([CH3:20])[CH3:19], predict the reactants needed to synthesize it. The reactants are: [F:1][C:2]([F:16])([F:15])[CH2:3][CH2:4][O:5][C:6]1[N:11]=[CH:10][C:9]([C:12](=O)[CH3:13])=[CH:8][CH:7]=1.[CH3:17][C:18]([S@:21]([NH2:23])=[O:22])([CH3:20])[CH3:19].